Task: Regression. Given two drug SMILES strings and cell line genomic features, predict the synergy score measuring deviation from expected non-interaction effect.. Dataset: NCI-60 drug combinations with 297,098 pairs across 59 cell lines (1) Cell line: SK-OV-3. Synergy scores: CSS=4.02, Synergy_ZIP=-4.18, Synergy_Bliss=-5.40, Synergy_Loewe=-8.68, Synergy_HSA=-3.82. Drug 1: CC1C(C(CC(O1)OC2CC(CC3=C2C(=C4C(=C3O)C(=O)C5=C(C4=O)C(=CC=C5)OC)O)(C(=O)C)O)N)O.Cl. Drug 2: C1C(C(OC1N2C=NC3=C2NC=NCC3O)CO)O. (2) Drug 1: CC1=C(N=C(N=C1N)C(CC(=O)N)NCC(C(=O)N)N)C(=O)NC(C(C2=CN=CN2)OC3C(C(C(C(O3)CO)O)O)OC4C(C(C(C(O4)CO)O)OC(=O)N)O)C(=O)NC(C)C(C(C)C(=O)NC(C(C)O)C(=O)NCCC5=NC(=CS5)C6=NC(=CS6)C(=O)NCCC[S+](C)C)O. Drug 2: CS(=O)(=O)OCCCCOS(=O)(=O)C. Cell line: MDA-MB-231. Synergy scores: CSS=16.9, Synergy_ZIP=-6.26, Synergy_Bliss=-2.93, Synergy_Loewe=-31.6, Synergy_HSA=-1.85. (3) Drug 1: CCCS(=O)(=O)NC1=C(C(=C(C=C1)F)C(=O)C2=CNC3=C2C=C(C=N3)C4=CC=C(C=C4)Cl)F. Drug 2: C1=CC(=CC=C1CCCC(=O)O)N(CCCl)CCCl. Cell line: OVCAR-4. Synergy scores: CSS=-5.31, Synergy_ZIP=1.20, Synergy_Bliss=-2.59, Synergy_Loewe=-5.67, Synergy_HSA=-5.27. (4) Drug 1: C1=CN(C(=O)N=C1N)C2C(C(C(O2)CO)O)(F)F. Drug 2: CC(C)(C1=NC(=CC=C1)N2C3=NC(=NC=C3C(=O)N2CC=C)NC4=CC=C(C=C4)N5CCN(CC5)C)O. Cell line: UACC62. Synergy scores: CSS=69.7, Synergy_ZIP=17.4, Synergy_Bliss=17.0, Synergy_Loewe=8.44, Synergy_HSA=20.0. (5) Drug 1: CN(C)N=NC1=C(NC=N1)C(=O)N. Drug 2: COC1=NC(=NC2=C1N=CN2C3C(C(C(O3)CO)O)O)N. Cell line: KM12. Synergy scores: CSS=9.74, Synergy_ZIP=-5.45, Synergy_Bliss=-8.59, Synergy_Loewe=-6.43, Synergy_HSA=-2.92. (6) Synergy scores: CSS=17.1, Synergy_ZIP=-7.94, Synergy_Bliss=-4.65, Synergy_Loewe=-14.1, Synergy_HSA=-0.995. Drug 1: CC(CN1CC(=O)NC(=O)C1)N2CC(=O)NC(=O)C2. Drug 2: CCN(CC)CCCC(C)NC1=C2C=C(C=CC2=NC3=C1C=CC(=C3)Cl)OC. Cell line: EKVX. (7) Drug 1: CNC(=O)C1=NC=CC(=C1)OC2=CC=C(C=C2)NC(=O)NC3=CC(=C(C=C3)Cl)C(F)(F)F. Drug 2: CC(C)(C#N)C1=CC(=CC(=C1)CN2C=NC=N2)C(C)(C)C#N. Cell line: HCT116. Synergy scores: CSS=-6.50, Synergy_ZIP=4.41, Synergy_Bliss=2.68, Synergy_Loewe=-8.03, Synergy_HSA=-5.36. (8) Drug 1: CCC(=C(C1=CC=CC=C1)C2=CC=C(C=C2)OCCN(C)C)C3=CC=CC=C3.C(C(=O)O)C(CC(=O)O)(C(=O)O)O. Drug 2: CC1=C(N=C(N=C1N)C(CC(=O)N)NCC(C(=O)N)N)C(=O)NC(C(C2=CN=CN2)OC3C(C(C(C(O3)CO)O)O)OC4C(C(C(C(O4)CO)O)OC(=O)N)O)C(=O)NC(C)C(C(C)C(=O)NC(C(C)O)C(=O)NCCC5=NC(=CS5)C6=NC(=CS6)C(=O)NCCC[S+](C)C)O. Cell line: TK-10. Synergy scores: CSS=10.8, Synergy_ZIP=-3.33, Synergy_Bliss=1.64, Synergy_Loewe=-7.80, Synergy_HSA=1.35. (9) Drug 1: CC12CCC3C(C1CCC2O)C(CC4=C3C=CC(=C4)O)CCCCCCCCCS(=O)CCCC(C(F)(F)F)(F)F. Drug 2: COC1=NC(=NC2=C1N=CN2C3C(C(C(O3)CO)O)O)N. Cell line: U251. Synergy scores: CSS=2.52, Synergy_ZIP=-0.596, Synergy_Bliss=0.408, Synergy_Loewe=-2.59, Synergy_HSA=-2.98. (10) Drug 1: C1=NC2=C(N=C(N=C2N1C3C(C(C(O3)CO)O)F)Cl)N. Drug 2: C(CC(=O)O)C(=O)CN.Cl. Cell line: HOP-92. Synergy scores: CSS=16.7, Synergy_ZIP=-2.84, Synergy_Bliss=-3.16, Synergy_Loewe=-0.608, Synergy_HSA=0.317.